Dataset: Forward reaction prediction with 1.9M reactions from USPTO patents (1976-2016). Task: Predict the product of the given reaction. (1) Given the reactants [N:1]1[CH:6]=[CH:5][C:4]([CH2:7][N:8]2[CH2:13][CH2:12][N:11](C(OCC3C=CC=CC=3)=O)[CH2:10][CH2:9]2)=[N:3][CH:2]=1.[H][H], predict the reaction product. The product is: [N:8]1([CH2:7][C:4]2[CH:5]=[CH:6][N:1]=[CH:2][N:3]=2)[CH2:9][CH2:10][NH:11][CH2:12][CH2:13]1. (2) Given the reactants [C:1]1([C:7]2[N:11]=[C:10]([CH2:12][CH2:13][CH2:14][C:15]([OH:17])=O)[O:9][N:8]=2)[CH:6]=[CH:5][CH:4]=[CH:3][CH:2]=1.[CH2:18]([N:23]1[C:31]2[N:30]=[CH:29][NH:28][C:27]=2[C:26](=[O:32])[NH:25]/[C:24]/1=[N:33]\[NH2:34])[CH2:19][CH2:20][CH2:21][CH3:22].F[P-](F)(F)(F)(F)F.N1(O[P+](N(C)C)(N(C)C)N(C)C)C2C=CC=CC=2N=N1.C(N(CC)CC)C, predict the reaction product. The product is: [O:32]=[C:26]1[NH:25]/[C:24](=[N:33]\[NH:34][C:15](=[O:17])[CH2:14][CH2:13][CH2:12][C:10]2[O:9][N:8]=[C:7]([C:1]3[CH:2]=[CH:3][CH:4]=[CH:5][CH:6]=3)[N:11]=2)/[N:23]([CH2:18][CH2:19][CH2:20][CH2:21][CH3:22])[C:31]2[N:30]=[CH:29][NH:28][C:27]1=2.